Dataset: Forward reaction prediction with 1.9M reactions from USPTO patents (1976-2016). Task: Predict the product of the given reaction. (1) Given the reactants [CH2:1]([Br:10])[C:2]([C:4]1[CH:9]=[CH:8][CH:7]=[CH:6][CH:5]=1)=[O:3].[S:11]1[CH2:15][CH2:14][CH2:13][CH2:12]1.O.C(OCC)C, predict the reaction product. The product is: [Br-:10].[CH2:1]([S+:11]1[CH2:15][CH2:14][CH2:13][CH2:12]1)[C:2]([C:4]1[CH:9]=[CH:8][CH:7]=[CH:6][CH:5]=1)=[O:3]. (2) Given the reactants [OH:1][C@H:2]1[C@H:6]([CH3:7])[CH2:5][N:4]([C:8]([O:10][CH2:11][C:12]2[CH:17]=[CH:16][CH:15]=[CH:14][CH:13]=2)=[O:9])[CH2:3]1.[N+:18]([C:21]1[CH:29]=[CH:28][C:24]([C:25](O)=[O:26])=[CH:23][CH:22]=1)([O-:20])=[O:19].C1(P(C2C=CC=CC=2)C2C=CC=CC=2)C=CC=CC=1.CC(OC(/N=N/C(OC(C)C)=O)=O)C, predict the reaction product. The product is: [CH3:7][C@H:6]1[C@@H:2]([O:1][C:25]([C:24]2[CH:23]=[CH:22][C:21]([N+:18]([O-:20])=[O:19])=[CH:29][CH:28]=2)=[O:26])[CH2:3][N:4]([C:8]([O:10][CH2:11][C:12]2[CH:17]=[CH:16][CH:15]=[CH:14][CH:13]=2)=[O:9])[CH2:5]1. (3) Given the reactants [H-].[H-].[H-].[H-].[Li+].[Al+3].[CH2:7]([N:14]1[C:20](=O)[CH:19]([C:22](OC)=[O:23])[CH2:18][O:17][CH2:16][CH:15]1[CH3:26])[C:8]1[CH:13]=[CH:12][CH:11]=[CH:10][CH:9]=1, predict the reaction product. The product is: [CH2:7]([N:14]1[CH2:20][CH:19]([CH2:22][OH:23])[CH2:18][O:17][CH2:16][CH:15]1[CH3:26])[C:8]1[CH:9]=[CH:10][CH:11]=[CH:12][CH:13]=1. (4) Given the reactants [CH2:1]([NH:4][C:5]([NH:7][C:8]1[N:16]=[CH:15][N:14]=[C:13]2[C:9]=1[N:10]=[CH:11][N:12]2[C:17]1[CH:22]=[CH:21][C:20]([NH:23][C:24]([NH:26][C:27]2[CH:32]=[CH:31][C:30]([Cl:33])=[C:29]([C:34]([F:37])([F:36])[F:35])[CH:28]=2)=[O:25])=[CH:19][CH:18]=1)=[O:6])[CH:2]=C.I([O-])(=O)(=O)=[O:39].[Na+].[BH4-].[Na+], predict the reaction product. The product is: [Cl:33][C:30]1[CH:31]=[CH:32][C:27]([NH:26][C:24](=[O:25])[NH:23][C:20]2[CH:21]=[CH:22][C:17]([N:12]3[CH:11]=[N:10][C:9]4[C:13]3=[N:14][CH:15]=[N:16][C:8]=4[NH:7][C:5]([NH:4][CH2:1][CH2:2][OH:39])=[O:6])=[CH:18][CH:19]=2)=[CH:28][C:29]=1[C:34]([F:37])([F:36])[F:35].